This data is from Peptide-MHC class I binding affinity with 185,985 pairs from IEDB/IMGT. The task is: Regression. Given a peptide amino acid sequence and an MHC pseudo amino acid sequence, predict their binding affinity value. This is MHC class I binding data. (1) The peptide sequence is YVYPDNLPR. The binding affinity (normalized) is 0.0847. The MHC is HLA-A01:01 with pseudo-sequence HLA-A01:01. (2) The peptide sequence is LPNVQFVDI. The MHC is HLA-B07:02 with pseudo-sequence HLA-B07:02. The binding affinity (normalized) is 0.269. (3) The peptide sequence is VGNVEVKF. The MHC is Mamu-B52 with pseudo-sequence Mamu-B52. The binding affinity (normalized) is 0.716. (4) The peptide sequence is WQFAIHYSF. The MHC is BoLA-D18.4 with pseudo-sequence BoLA-D18.4. The binding affinity (normalized) is 0.456. (5) The peptide sequence is IPQSLDSWTSL. The MHC is H-2-Ld with pseudo-sequence H-2-Ld. The binding affinity (normalized) is 1.00. (6) The peptide sequence is HADQLTPAW. The MHC is HLA-A02:01 with pseudo-sequence HLA-A02:01. The binding affinity (normalized) is 0.0847.